Dataset: Catalyst prediction with 721,799 reactions and 888 catalyst types from USPTO. Task: Predict which catalyst facilitates the given reaction. (1) Reactant: [CH3:1][O:2][C:3](=[O:14])[C:4](=O)[CH:5]=[CH:6][C:7]1[S:8][C:9]([Br:12])=[CH:10][CH:11]=1.Cl.[F:16][C:17]1[CH:22]=[C:21]([F:23])[CH:20]=[CH:19][C:18]=1[NH:24][NH2:25]. Product: [CH3:1][O:2][C:3]([C:4]1[CH2:5][CH:6]([C:7]2[S:8][C:9]([Br:12])=[CH:10][CH:11]=2)[N:24]([C:18]2[CH:19]=[CH:20][C:21]([F:23])=[CH:22][C:17]=2[F:16])[N:25]=1)=[O:14]. The catalyst class is: 15. (2) Reactant: [Na].[F:2][C:3]1[CH:8]=[CH:7][C:6]([C:9]2[NH:10][C:11](=[S:21])[N:12]([CH3:20])[C:13]=2[C:14]2[CH:19]=[CH:18][N:17]=[CH:16][CH:15]=2)=[CH:5][CH:4]=1.[C:22]1([C:28]#[CH:29])[CH:27]=[CH:26][CH:25]=[CH:24][CH:23]=1. Product: [C:22]1(/[CH:28]=[CH:29]\[S:21][C:11]2[N:12]([CH3:20])[C:13]([C:14]3[CH:19]=[CH:18][N:17]=[CH:16][CH:15]=3)=[C:9]([C:6]3[CH:5]=[CH:4][C:3]([F:2])=[CH:8][CH:7]=3)[N:10]=2)[CH:27]=[CH:26][CH:25]=[CH:24][CH:23]=1. The catalyst class is: 8.